This data is from Forward reaction prediction with 1.9M reactions from USPTO patents (1976-2016). The task is: Predict the product of the given reaction. (1) Given the reactants F[B-](F)(F)F.C([O+](CC)CC)C.[C:13]([O:17][C:18](=[O:25])[NH:19][C@H:20]([C:22](=O)[NH2:23])[CH3:21])([CH3:16])([CH3:15])[CH3:14].[F:26][C:27]1[CH:28]=[C:29]([NH:34][C:35]2[CH:36]=[N:37][N:38]([CH3:40])[CH:39]=2)[C:30](N)=[CH:31][CH:32]=1, predict the reaction product. The product is: [C:13]([O:17][C:18](=[O:25])[NH:19][C@H:20]([C:22]1[N:34]([C:35]2[CH:36]=[N:37][N:38]([CH3:40])[CH:39]=2)[C:29]2[CH:28]=[C:27]([F:26])[CH:32]=[CH:31][C:30]=2[N:23]=1)[CH3:21])([CH3:16])([CH3:15])[CH3:14]. (2) Given the reactants [C:1]([C:3]1[CH:4]=[C:5]([CH2:10][C:11]([O:13][C:14]([CH3:17])([CH3:16])[CH3:15])=[O:12])[CH:6]=[CH:7][C:8]=1F)#[N:2].[Cl:18][C:19]1[CH:38]=[CH:37][C:22]([CH2:23][CH2:24][NH:25][C:26]([C:28]2[CH:29]=[C:30]3[C:34](=[CH:35][CH:36]=2)[NH:33][N:32]=[CH:31]3)=[O:27])=[CH:21][CH:20]=1.C([O-])([O-])=O.[K+].[K+], predict the reaction product. The product is: [Cl:18][C:19]1[CH:20]=[CH:21][C:22]([CH2:23][CH2:24][NH:25][C:26]([C:28]2[CH:29]=[C:30]3[C:34](=[CH:35][CH:36]=2)[N:33]([C:8]2[CH:7]=[CH:6][C:5]([CH2:10][C:11]([O:13][C:14]([CH3:17])([CH3:16])[CH3:15])=[O:12])=[CH:4][C:3]=2[C:1]#[N:2])[N:32]=[CH:31]3)=[O:27])=[CH:37][CH:38]=1. (3) Given the reactants C([O:8][CH2:9][C:10]([NH:12][CH2:13][C:14]([C:16]1[CH:17]=[C:18]2[C:22](=[CH:23][CH:24]=1)[N:21]([CH3:25])[C:20]1[N:26]([CH3:39])[C:27](=[O:38])[C:28]([C:30]3[CH:35]=[CH:34][C:33]([Cl:36])=[CH:32][C:31]=3[Cl:37])=[CH:29][C:19]2=1)=O)=[O:11])C1C=CC=CC=1.O.CCOC(C)=O, predict the reaction product. The product is: [Cl:37][C:31]1[CH:32]=[C:33]([Cl:36])[CH:34]=[CH:35][C:30]=1[C:28]1[C:27](=[O:38])[N:26]([CH3:39])[C:20]2[N:21]([CH3:25])[C:22]3[C:18]([C:19]=2[CH:29]=1)=[CH:17][C:16]([C:14]1[O:11][C:10]([CH2:9][OH:8])=[N:12][CH:13]=1)=[CH:24][CH:23]=3. (4) Given the reactants [Cl:1][C:2]1[CH:7]=[C:6]([CH3:8])[N:5]=[C:4]([C:9]([O:11]C)=[O:10])[C:3]=1[O:13][CH2:14][CH3:15].CO.O[Li].O.Cl, predict the reaction product. The product is: [Cl:1][C:2]1[CH:7]=[C:6]([CH3:8])[N:5]=[C:4]([C:9]([OH:11])=[O:10])[C:3]=1[O:13][CH2:14][CH3:15].